From a dataset of Peptide-MHC class I binding affinity with 185,985 pairs from IEDB/IMGT. Regression. Given a peptide amino acid sequence and an MHC pseudo amino acid sequence, predict their binding affinity value. This is MHC class I binding data. (1) The peptide sequence is YMMDGNECP. The MHC is HLA-A26:01 with pseudo-sequence HLA-A26:01. The binding affinity (normalized) is 0.0847. (2) The binding affinity (normalized) is 0.0847. The peptide sequence is STFTFPGIY. The MHC is HLA-A24:03 with pseudo-sequence HLA-A24:03. (3) The peptide sequence is HSGFIYFGK. The MHC is HLA-B39:01 with pseudo-sequence HLA-B39:01. The binding affinity (normalized) is 0.0847. (4) The peptide sequence is IIKHIYEQY. The MHC is HLA-A68:01 with pseudo-sequence HLA-A68:01. The binding affinity (normalized) is 0.290. (5) The peptide sequence is RYLENGKETL. The MHC is H-2-Kd with pseudo-sequence H-2-Kd. The binding affinity (normalized) is 0.599.